From a dataset of Reaction yield outcomes from USPTO patents with 853,638 reactions. Predict the reaction yield, written as a fraction of the theoretical maximum amount of product (1.0 means a 100% yield; for example, 0.34 means a 34% yield). (1) The reactants are Br[C:2]1[C:7]([O:8][C:9]([F:12])([F:11])[F:10])=[CH:6][C:5]([NH:13][C:14](=[O:34])[C:15]2[CH:20]=[CH:19][C:18]([N:21]3[CH2:26][CH2:25][N:24]([C:27](=[O:32])[C:28]([CH3:31])([CH3:30])[CH3:29])[CH2:23][C@H:22]3[CH3:33])=[N:17][CH:16]=2)=[C:4]([Cl:35])[CH:3]=1.O1CCCC1.[B:41](OC)([O:44]C)[O:42]C.Cl. The catalyst is O.C(O)C. The product is [Cl:35][C:4]1[C:5]([NH:13][C:14](=[O:34])[C:15]2[CH:20]=[CH:19][C:18]([N:21]3[CH2:26][CH2:25][N:24]([C:27](=[O:32])[C:28]([CH3:30])([CH3:29])[CH3:31])[CH2:23][C@H:22]3[CH3:33])=[N:17][CH:16]=2)=[CH:6][C:7]([O:8][C:9]([F:11])([F:12])[F:10])=[C:2]([B:41]([OH:44])[OH:42])[CH:3]=1. The yield is 0.570. (2) The reactants are [CH3:1][O:2][C:3](=[O:62])[NH:4][CH:5]([C:9]([N:11]1[CH2:15][C:14](=[CH2:16])[CH2:13][CH:12]1[C:17]1[NH:18][C:19]([C:22]2[CH:31]=[CH:30][C:29]3[C:24](=[CH:25][CH:26]=[C:27]([C:32]4[CH:37]=[CH:36][C:35]([C:38]5[NH:39][C:40]([CH:43]6[CH2:47][CH2:46][CH2:45][N:44]6[C:48](=[O:61])[CH:49]([NH:56][C:57]([O:59][CH3:60])=[O:58])[C:50]6[CH:55]=[CH:54][CH:53]=[CH:52][CH:51]=6)=[N:41][CH:42]=5)=[CH:34][CH:33]=4)[CH:28]=3)[CH:23]=2)=[CH:20][N:21]=1)=[O:10])[CH:6]([CH3:8])[CH3:7].[CH3:63][O:64]C(NC(C1C=CC=CC=1OC)C(O)=O)=O. No catalyst specified. The product is [CH3:1][O:2][C:3](=[O:62])[NH:4][CH:5]([C:9]([N:11]1[CH2:15][C:14](=[CH2:16])[CH2:13][CH:12]1[C:17]1[NH:18][C:19]([C:22]2[CH:31]=[CH:30][C:29]3[C:24](=[CH:25][CH:26]=[C:27]([C:32]4[CH:33]=[CH:34][C:35]([C:38]5[NH:39][C:40]([CH:43]6[CH2:47][CH2:46][CH2:45][N:44]6[C:48](=[O:61])[CH:49]([NH:56][C:57]([O:59][CH3:60])=[O:58])[C:50]6[CH:51]=[CH:52][CH:53]=[CH:54][C:55]=6[O:64][CH3:63])=[N:41][CH:42]=5)=[CH:36][CH:37]=4)[CH:28]=3)[CH:23]=2)=[CH:20][N:21]=1)=[O:10])[CH:6]([CH3:7])[CH3:8]. The yield is 0.230. (3) The reactants are C1C=CC(P(C2C=CC=CC=2)C2C=CC=CC=2)=CC=1.[C:20]([CH2:22][CH2:23][NH:24][C:25]([C:27]1[C:32]([NH:33][C:34]2[CH:39]=[CH:38][C:37]([Br:40])=[CH:36][C:35]=2[F:41])=[C:31]([CH3:42])[C:30](=[O:43])[N:29]([CH3:44])[CH:28]=1)=O)#[N:21].CC(OC(/N=N/C(OC(C)C)=O)=O)C.[Si]([N:63]=[N+:64]=[N-:65])(C)(C)C. The catalyst is CC#N.C(OCC)(=O)C. The product is [Br:40][C:37]1[CH:38]=[CH:39][C:34]([NH:33][C:32]2[C:27]([C:25]3[N:24]([CH2:23][CH2:22][C:20]#[N:21])[N:65]=[N:64][N:63]=3)=[CH:28][N:29]([CH3:44])[C:30](=[O:43])[C:31]=2[CH3:42])=[C:35]([F:41])[CH:36]=1. The yield is 0.610. (4) The reactants are [C:1]1([N:7]2[C:19]3[CH:18]=[CH:17][CH:16]=[CH:15][C:14]=3[C:13]3[C:8]2=[CH:9][CH:10]=[CH:11][CH:12]=3)[CH:6]=[CH:5][CH:4]=[CH:3][CH:2]=1.[Br:20]N1C(=O)CCC1=O. The catalyst is C(O)(=O)C. The product is [Br:20][C:16]1[CH:17]=[CH:18][C:19]2[N:7]([C:1]3[CH:2]=[CH:3][CH:4]=[CH:5][CH:6]=3)[C:8]3[C:13]([C:14]=2[CH:15]=1)=[CH:12][CH:11]=[CH:10][CH:9]=3. The yield is 0.880. (5) The reactants are Cl[CH2:2][C:3]1[N:4]=[C:5]2[CH:10]=[CH:9][CH:8]=[CH:7][N:6]2[C:11]=1[C:12]#[C:13][C:14]1[CH:19]=[CH:18][CH:17]=[CH:16][CH:15]=1.[OH:20][C:21]1[CH:22]=[C:23]([NH:27][S:28]([CH3:31])(=[O:30])=[O:29])[CH:24]=[CH:25][CH:26]=1.C(=O)([O-])[O-].[Cs+].[Cs+].[Na+].[Cl-]. The catalyst is CN(C)C=O. The product is [C:14]1([C:13]#[C:12][C:11]2[N:6]3[CH:7]=[CH:8][CH:9]=[CH:10][C:5]3=[N:4][C:3]=2[CH2:2][O:20][C:21]2[CH:22]=[C:23]([NH:27][S:28]([CH3:31])(=[O:30])=[O:29])[CH:24]=[CH:25][CH:26]=2)[CH:19]=[CH:18][CH:17]=[CH:16][CH:15]=1. The yield is 0.180.